From a dataset of hERG potassium channel inhibition data for cardiac toxicity prediction from Karim et al.. Regression/Classification. Given a drug SMILES string, predict its toxicity properties. Task type varies by dataset: regression for continuous values (e.g., LD50, hERG inhibition percentage) or binary classification for toxic/non-toxic outcomes (e.g., AMES mutagenicity, cardiotoxicity, hepatotoxicity). Dataset: herg_karim. (1) The drug is C[C@H](c1cc(C(=O)N(C)C)cc2c(=O)cc(N3CCOCC3)oc12)N(C)c1cc(F)cc(F)c1. The result is 0 (non-blocker). (2) The drug is COc1cc(-c2cn(CC(=O)N(Cc3ccccc3)CC(F)(F)F)nn2)ccc1-n1cnc(C)c1. The result is 1 (blocker). (3) The compound is CC(C)S(=O)(=O)N[C@@H]1COC[C@@H]1c1ccc(-c2ccc(C#N)cc2)cc1. The result is 0 (non-blocker). (4) The compound is NC(=O)c1ccc(N[C@@H]2CCCC[C@@H]2N)nc1Nc1cccc(-n2nccn2)c1. The result is 1 (blocker).